This data is from Peptide-MHC class I binding affinity with 185,985 pairs from IEDB/IMGT. The task is: Regression. Given a peptide amino acid sequence and an MHC pseudo amino acid sequence, predict their binding affinity value. This is MHC class I binding data. (1) The peptide sequence is LRKERLAKL. The MHC is HLA-B27:03 with pseudo-sequence HLA-B27:03. The binding affinity (normalized) is 0.0847. (2) The peptide sequence is AENHHHATM. The MHC is HLA-B44:03 with pseudo-sequence HLA-B44:03. The binding affinity (normalized) is 0.561. (3) The peptide sequence is WPALNLFSV. The MHC is H-2-Kb with pseudo-sequence H-2-Kb. The binding affinity (normalized) is 0.0177.